This data is from Peptide-MHC class I binding affinity with 185,985 pairs from IEDB/IMGT. The task is: Regression. Given a peptide amino acid sequence and an MHC pseudo amino acid sequence, predict their binding affinity value. This is MHC class I binding data. (1) The peptide sequence is ASLVTSML. The MHC is H-2-Db with pseudo-sequence H-2-Db. The binding affinity (normalized) is 0. (2) The peptide sequence is NCSVYDFFV. The MHC is HLA-A02:01 with pseudo-sequence HLA-A02:01. The binding affinity (normalized) is 0.149. (3) The peptide sequence is ITDYIVGYY. The MHC is SLA-10401 with pseudo-sequence SLA-10401. The binding affinity (normalized) is 0.872. (4) The peptide sequence is KPKALSEAF. The binding affinity (normalized) is 0.0847. The MHC is HLA-B15:17 with pseudo-sequence HLA-B15:17. (5) The MHC is HLA-B58:01 with pseudo-sequence HLA-B58:01. The peptide sequence is GLKRGGVLL. The binding affinity (normalized) is 0.0847. (6) The peptide sequence is LAARLKRSAT. The MHC is HLA-A02:01 with pseudo-sequence HLA-A02:01. The binding affinity (normalized) is 0.